This data is from NCI-60 drug combinations with 297,098 pairs across 59 cell lines. The task is: Regression. Given two drug SMILES strings and cell line genomic features, predict the synergy score measuring deviation from expected non-interaction effect. (1) Drug 1: C1=CC(=CC=C1C#N)C(C2=CC=C(C=C2)C#N)N3C=NC=N3. Drug 2: COCCOC1=C(C=C2C(=C1)C(=NC=N2)NC3=CC=CC(=C3)C#C)OCCOC.Cl. Cell line: DU-145. Synergy scores: CSS=6.90, Synergy_ZIP=-2.19, Synergy_Bliss=-2.83, Synergy_Loewe=-2.17, Synergy_HSA=-0.575. (2) Drug 1: C(CC(=O)O)C(=O)CN.Cl. Drug 2: CC(C)NC(=O)C1=CC=C(C=C1)CNNC.Cl. Cell line: K-562. Synergy scores: CSS=4.95, Synergy_ZIP=-1.47, Synergy_Bliss=1.44, Synergy_Loewe=1.32, Synergy_HSA=1.27. (3) Drug 1: CC1=C(C(=CC=C1)Cl)NC(=O)C2=CN=C(S2)NC3=CC(=NC(=N3)C)N4CCN(CC4)CCO. Synergy scores: CSS=19.0, Synergy_ZIP=-8.80, Synergy_Bliss=0.465, Synergy_Loewe=0.432, Synergy_HSA=0.974. Drug 2: C1CCC(C(C1)N)N.C(=O)(C(=O)[O-])[O-].[Pt+4]. Cell line: HOP-62. (4) Drug 1: CC1=C(N=C(N=C1N)C(CC(=O)N)NCC(C(=O)N)N)C(=O)NC(C(C2=CN=CN2)OC3C(C(C(C(O3)CO)O)O)OC4C(C(C(C(O4)CO)O)OC(=O)N)O)C(=O)NC(C)C(C(C)C(=O)NC(C(C)O)C(=O)NCCC5=NC(=CS5)C6=NC(=CS6)C(=O)NCCC[S+](C)C)O. Drug 2: B(C(CC(C)C)NC(=O)C(CC1=CC=CC=C1)NC(=O)C2=NC=CN=C2)(O)O. Cell line: HCT-15. Synergy scores: CSS=38.8, Synergy_ZIP=5.07, Synergy_Bliss=7.90, Synergy_Loewe=-9.72, Synergy_HSA=5.64. (5) Drug 1: CC(C)(C#N)C1=CC(=CC(=C1)CN2C=NC=N2)C(C)(C)C#N. Drug 2: COC1=C2C(=CC3=C1OC=C3)C=CC(=O)O2. Cell line: PC-3. Synergy scores: CSS=-5.43, Synergy_ZIP=5.16, Synergy_Bliss=3.83, Synergy_Loewe=-1.46, Synergy_HSA=-4.01.